Dataset: Full USPTO retrosynthesis dataset with 1.9M reactions from patents (1976-2016). Task: Predict the reactants needed to synthesize the given product. Given the product [F:26][C:23]1[CH:24]=[CH:25][C:20]([N:19]2[C:10]3=[C:11]4[C:15](=[C:6]5[N:5]([CH3:27])[CH:4]=[CH:3][C:2]([NH:1][C:68](=[O:69])[CH2:67][C:65]6[CH:64]=[N:63][N:62]([CH3:61])[CH:66]=6)=[C:7]5[CH:8]=[N:9]3)[C:14](=[O:16])[NH:13][C:12]4=[CH:17][CH2:18]2)=[CH:21][CH:22]=1, predict the reactants needed to synthesize it. The reactants are: [NH2:1][C:2]1[CH:3]=[CH:4][N:5]([CH3:27])[C:6]2[C:7]=1[CH:8]=[N:9][C:10]1[N:19]([C:20]3[CH:25]=[CH:24][C:23]([F:26])=[CH:22][CH:21]=3)[CH2:18][CH:17]=[C:12]3[NH:13][C:14](=[O:16])[C:15]=2[C:11]=13.C(N(CC)C(C)C)(C)C.CN(C(ON1N=NC2C=CC=NC1=2)=[N+](C)C)C.F[P-](F)(F)(F)(F)F.[CH3:61][N:62]1[CH:66]=[C:65]([CH2:67][C:68](O)=[O:69])[CH:64]=[N:63]1.